From a dataset of Reaction yield outcomes from USPTO patents with 853,638 reactions. Predict the reaction yield, written as a fraction of the theoretical maximum amount of product (1.0 means a 100% yield; for example, 0.34 means a 34% yield). (1) The reactants are [NH2:1][C@:2]12[CH2:37][CH2:36][C@@H:35]([C:38]([CH3:40])=[CH2:39])[C@@H:3]1[C@@H:4]1[C@@:17]([CH3:20])([CH2:18][CH2:19]2)[C@@:16]2([CH3:21])[C@@H:7]([C@:8]3([CH3:34])[C@@H:13]([CH2:14][CH2:15]2)[C:12]([CH3:23])([CH3:22])[C:11]([C:24]2[CH:33]=[CH:32][C:27]([C:28]([O:30]C)=[O:29])=[CH:26][CH:25]=2)=[CH:10][CH2:9]3)[CH2:6][CH2:5]1.CN(C)CCC(N[C@]12CC[C@@H](C(C)=C)[C@@H]1[C@@H]1[C@@](C)(CC2)[C@@]2(C)[C@@H]([C@]3(C)[C@@H](CC2)C(C)(C)C(C2C=CC(C(O)=O)=CC=2)=CC3)CC1)=O.[S:87]1[CH:91]=[N:90][N:89]=[C:88]1[NH:92][C:93](=[O:97])[C:94]([OH:96])=O. No catalyst specified. The product is [S:87]1[CH:91]=[N:90][N:89]=[C:88]1[NH:92][C:93](=[O:97])[C:94]([NH:1][C@:2]12[CH2:37][CH2:36][C@@H:35]([C:38]([CH3:40])=[CH2:39])[C@@H:3]1[C@@H:4]1[C@@:17]([CH3:20])([CH2:18][CH2:19]2)[C@@:16]2([CH3:21])[C@@H:7]([C@:8]3([CH3:34])[C@@H:13]([CH2:14][CH2:15]2)[C:12]([CH3:23])([CH3:22])[C:11]([C:24]2[CH:25]=[CH:26][C:27]([C:28]([OH:30])=[O:29])=[CH:32][CH:33]=2)=[CH:10][CH2:9]3)[CH2:6][CH2:5]1)=[O:96]. The yield is 0.210. (2) The reactants are [CH2:1]([O:4][C:5]1([CH3:34])[CH2:10][CH2:9][N:8]([C:11]2[N:16]3[N:17]=[C:18]([CH2:20][OH:21])[CH:19]=[C:15]3[N:14]=[C:13]([CH3:22])[C:12]=2[C@H:23]([O:29][C:30]([CH3:33])([CH3:32])[CH3:31])[C:24]([O:26][CH2:27][CH3:28])=[O:25])[CH2:7][CH2:6]1)[CH:2]=[CH2:3].CC(OI1(OC(C)=O)(OC(C)=O)OC(=O)C2C=CC=CC1=2)=O. The catalyst is C(Cl)Cl. The product is [CH2:1]([O:4][C:5]1([CH3:34])[CH2:10][CH2:9][N:8]([C:11]2[N:16]3[N:17]=[C:18]([CH:20]=[O:21])[CH:19]=[C:15]3[N:14]=[C:13]([CH3:22])[C:12]=2[C@H:23]([O:29][C:30]([CH3:33])([CH3:32])[CH3:31])[C:24]([O:26][CH2:27][CH3:28])=[O:25])[CH2:7][CH2:6]1)[CH:2]=[CH2:3]. The yield is 0.717. (3) The reactants are [Cl:1][C:2]1[CH:7]=[CH:6][CH:5]=[CH:4][C:3]=1[C:8]1[C:13]2[O:14][CH:15]([CH2:25]OS(C3C=CC(C)=CC=3)(=O)=O)[CH2:16][N:17]([C:18]([O:20][C:21]([CH3:24])([CH3:23])[CH3:22])=[O:19])[C:12]=2[CH:11]=[CH:10][CH:9]=1.[N-:37]=[N+:38]=[N-:39].[Na+]. The catalyst is CN(C=O)C. The product is [C:21]([O:20][C:18]([N:17]1[CH2:16][CH:15]([CH2:25][N:37]=[N+:38]=[N-:39])[O:14][C:13]2[C:8]([C:3]3[CH:4]=[CH:5][CH:6]=[CH:7][C:2]=3[Cl:1])=[CH:9][CH:10]=[CH:11][C:12]1=2)=[O:19])([CH3:24])([CH3:23])[CH3:22]. The yield is 0.900. (4) The reactants are [Cl:1][C:2]1[C:7]([C:8](Cl)=[O:9])=[CH:6][CH:5]=[CH:4][N:3]=1.[CH:11]1([NH2:17])[CH2:16][CH2:15][CH2:14][CH2:13][CH2:12]1.C(N(CC)CC)C.O. The catalyst is ClCCl. The product is [Cl:1][C:2]1[C:7]([C:8]([NH:17][CH:11]2[CH2:16][CH2:15][CH2:14][CH2:13][CH2:12]2)=[O:9])=[CH:6][CH:5]=[CH:4][N:3]=1. The yield is 0.700. (5) The product is [C:29]([O:31][CH2:32][CH3:33])(=[O:30])[C:28]1[CH:34]=[CH:24][CH:25]=[C:26]([C:35]([O:37][CH2:38][CH3:39])=[O:36])[CH:27]=1. The reactants are BrCCCCCCOC1C=CC(C2C=CC(C#N)=CC=2)=CC=1.O[C:24]1[CH:25]=[C:26]([C:35]([O:37][CH2:38][CH3:39])=[O:36])[CH:27]=[C:28]([CH:34]=1)[C:29]([O:31][CH2:32][CH3:33])=[O:30].CC(C)=O. The yield is 0.900. The catalyst is O.